The task is: Predict which catalyst facilitates the given reaction.. This data is from Catalyst prediction with 721,799 reactions and 888 catalyst types from USPTO. (1) Reactant: [OH:1][C:2]1[CH:3]=[C:4]2[C:9](=[CH:10][CH:11]=1)[CH:8]=[C:7]([CH2:12][NH:13][C:14]13[CH2:21][CH2:20][C:17]([C:22]([O:24][CH3:25])=[O:23])([CH2:18][CH2:19]1)[CH2:16][CH2:15]3)[CH:6]=[CH:5]2.CS(O[C@H:31]1[CH2:36][CH2:35][C@@H:34]([Si:37]([CH3:40])([CH3:39])[CH3:38])[CH2:33][CH2:32]1)(=O)=O.[OH-].[Na+].Cl. Product: [CH3:38][Si:37]([CH3:40])([CH3:39])[C@H:34]1[CH2:35][CH2:36][C@H:31]([O:1][C:2]2[CH:3]=[C:4]3[C:9](=[CH:10][CH:11]=2)[CH:8]=[C:7]([CH2:12][NH:13][C:14]24[CH2:21][CH2:20][C:17]([C:22]([O:24][CH3:25])=[O:23])([CH2:16][CH2:15]2)[CH2:18][CH2:19]4)[CH:6]=[CH:5]3)[CH2:32][CH2:33]1. The catalyst class is: 18. (2) Reactant: [CH3:1][C:2]1[CH:7]=[C:6]([N:8]2[C:17]3[C:12](=[CH:13][CH:14]=[C:15]([C:18]4[CH:23]=[CH:22][CH:21]=[CH:20][CH:19]=4)[N:16]=3)[CH2:11][CH2:10][CH2:9]2)[N:5]=[C:4]([NH:24][C@@H:25]([CH3:43])[CH2:26][C:27]2[CH:28]=[C:29]([C@H:33]([NH:35]C(=O)OC(C)(C)C)[CH3:34])[CH:30]=[CH:31][CH:32]=2)[N:3]=1.C(O)(C(F)(F)F)=O. Product: [NH2:35][C@@H:33]([C:29]1[CH:28]=[C:27]([CH2:26][C@@H:25]([NH:24][C:4]2[N:3]=[C:2]([CH3:1])[CH:7]=[C:6]([N:8]3[C:17]4[C:12](=[CH:13][CH:14]=[C:15]([C:18]5[CH:23]=[CH:22][CH:21]=[CH:20][CH:19]=5)[N:16]=4)[CH2:11][CH2:10][CH2:9]3)[N:5]=2)[CH3:43])[CH:32]=[CH:31][CH:30]=1)[CH3:34]. The catalyst class is: 2. (3) Reactant: C([N:8]1[CH2:13][CH2:12][N:11]([CH2:14][C:15]2[CH:20]=[C:19]([C:21]3[CH:26]=[CH:25][C:24]([O:27][CH2:28][O:29][CH3:30])=[CH:23][CH:22]=3)[N:18]=[C:17]3[N:31]([CH:35]4[CH2:40][CH2:39][CH2:38][CH2:37][O:36]4)[N:32]=[C:33]([CH3:34])[C:16]=23)[CH2:10][C@H:9]1[CH2:41][C:42]([F:45])([F:44])[F:43])C1C=CC=CC=1. Product: [CH3:30][O:29][CH2:28][O:27][C:24]1[CH:25]=[CH:26][C:21]([C:19]2[N:18]=[C:17]3[N:31]([CH:35]4[CH2:40][CH2:39][CH2:38][CH2:37][O:36]4)[N:32]=[C:33]([CH3:34])[C:16]3=[C:15]([CH2:14][N:11]3[CH2:12][CH2:13][NH:8][C@H:9]([CH2:41][C:42]([F:45])([F:44])[F:43])[CH2:10]3)[CH:20]=2)=[CH:22][CH:23]=1. The catalyst class is: 4.